Dataset: Full USPTO retrosynthesis dataset with 1.9M reactions from patents (1976-2016). Task: Predict the reactants needed to synthesize the given product. (1) Given the product [CH3:28][C:19]([NH:29][C:15]([C:7]1[CH:6]=[N:5][C:4]([CH:1]2[CH2:2][CH2:3]2)=[C:9]([O:10][CH2:11][CH:12]2[CH2:13][CH2:14]2)[N:8]=1)=[O:17])([CH3:18])[CH2:20][CH2:21][C:22]1[CH:23]=[CH:24][N:25]=[CH:26][CH:27]=1, predict the reactants needed to synthesize it. The reactants are: [CH:1]1([C:4]2[N:5]=[CH:6][C:7]([C:15]([OH:17])=O)=[N:8][C:9]=2[O:10][CH2:11][CH:12]2[CH2:14][CH2:13]2)[CH2:3][CH2:2]1.[CH3:18][C:19]([NH2:29])([CH3:28])[CH2:20][CH2:21][C:22]1[CH:27]=[CH:26][N:25]=[CH:24][CH:23]=1. (2) Given the product [F:12][C:13]1[CH:20]=[CH:19][CH:18]=[CH:17][C:14]=1[CH:15]1[C:2]([C:1]([O:7][C:8]([CH3:11])([CH3:10])[CH3:9])=[O:6])=[C:3]([CH3:5])[NH:21][C:3]([CH3:5])=[C:2]1[C:1]([O:7][C:8]([CH3:11])([CH3:10])[CH3:9])=[O:22], predict the reactants needed to synthesize it. The reactants are: [C:1]([O:7][C:8]([CH3:11])([CH3:10])[CH3:9])(=[O:6])[CH2:2][C:3]([CH3:5])=O.[F:12][C:13]1[CH:20]=[CH:19][CH:18]=[CH:17][C:14]=1[CH:15]=O.[NH4+:21].[OH-:22]. (3) Given the product [C:19]1([C:22]2[CH:23]=[CH:24][CH:25]=[CH:26][CH:27]=2)[CH:18]=[CH:17][C:16]([C@@:6]([C:5]([OH:28])=[O:4])([CH3:15])[NH:7][C:8]([O:10][C:11]([CH3:14])([CH3:12])[CH3:13])=[O:9])=[CH:21][CH:20]=1, predict the reactants needed to synthesize it. The reactants are: [Li+].[OH-].C[O:4][C:5](=[O:28])[C@:6]([C:16]1[CH:21]=[CH:20][C:19]([C:22]2[CH:27]=[CH:26][CH:25]=[CH:24][CH:23]=2)=[CH:18][CH:17]=1)([CH3:15])[NH:7][C:8]([O:10][C:11]([CH3:14])([CH3:13])[CH3:12])=[O:9]. (4) Given the product [CH3:1][O:2][C:3](=[O:13])[CH2:4][C:5]1[CH:10]=[CH:9][C:8]([B:14]2[O:18][C:17]([CH3:20])([CH3:19])[C:16]([CH3:22])([CH3:21])[O:15]2)=[CH:7][C:6]=1[Cl:12], predict the reactants needed to synthesize it. The reactants are: [CH3:1][O:2][C:3](=[O:13])[CH2:4][C:5]1[CH:10]=[CH:9][C:8](Br)=[CH:7][C:6]=1[Cl:12].[B:14]1([B:14]2[O:18][C:17]([CH3:20])([CH3:19])[C:16]([CH3:22])([CH3:21])[O:15]2)[O:18][C:17]([CH3:20])([CH3:19])[C:16]([CH3:22])([CH3:21])[O:15]1.C(Cl)Cl.C([O-])(=O)C.[K+].